This data is from Reaction yield outcomes from USPTO patents with 853,638 reactions. The task is: Predict the reaction yield, written as a fraction of the theoretical maximum amount of product (1.0 means a 100% yield; for example, 0.34 means a 34% yield). (1) The reactants are [CH2:1]([N:8]1[CH2:13][CH2:12][CH2:11][C@@H:10]([NH:14][C:15](=O)OC(C)(C)C)[CH2:9]1)[C:2]1[CH:7]=[CH:6][CH:5]=[CH:4][CH:3]=1.[H-].[H-].[H-].[H-].[Li+].[Al+3].[OH-].[Na+]. The catalyst is C1COCC1.CCOC(C)=O. The product is [CH2:1]([N:8]1[CH2:13][CH2:12][CH2:11][C@@H:10]([NH:14][CH3:15])[CH2:9]1)[C:2]1[CH:3]=[CH:4][CH:5]=[CH:6][CH:7]=1. The yield is 0.940. (2) The reactants are C[Si](C=[N+]=[N-])(C)C.[CH3:8]CCCCC.[Cl:14][C:15]1[CH:16]=[C:17]([C@@H:21]([OH:25])[C:22]([OH:24])=[O:23])[CH:18]=[CH:19][CH:20]=1.CO. The catalyst is C1C=CC=CC=1. The product is [CH3:8][O:23][C:22](=[O:24])[C@@H:21]([C:17]1[CH:18]=[CH:19][CH:20]=[C:15]([Cl:14])[CH:16]=1)[OH:25]. The yield is 1.00. (3) The reactants are [I:1][C:2]1C(C)(C)[O:4][C:5]2[C:10]([CH:11]=1)=CC=CC=2C(O)=O.[NH2:17][C@@H:18]([CH2:29][OH:30])[CH2:19][C:20]1[C:28]2[C:23](=[CH:24][CH:25]=[CH:26][CH:27]=2)[NH:22][CH:21]=1.[CH2:31](Cl)CCl.[CH:35]1[CH:36]=[CH:37][C:38]2N(O)N=N[C:39]=2[CH:40]=1.CN([CH:48]=[O:49])C. The catalyst is C(N(CC)CC)C. The product is [OH:30][CH2:29][C@H:18]([NH:17][C:5]([C:10]1[CH:11]=[C:2]([I:1])[CH:35]=[C:36]2[C:48]=1[O:49][C:39]([CH3:40])([CH3:31])[CH:38]=[CH:37]2)=[O:4])[CH2:19][C:20]1[C:28]2[C:23](=[CH:24][CH:25]=[CH:26][CH:27]=2)[NH:22][CH:21]=1. The yield is 0.600.